From a dataset of Catalyst prediction with 721,799 reactions and 888 catalyst types from USPTO. Predict which catalyst facilitates the given reaction. (1) Reactant: [CH2:1]([N:8]([CH3:28])[C:9]1[NH:10][C:11](=[O:27])[C:12]2[CH2:18][CH2:17][N:16]([C:19]([O:21][C:22]([CH3:25])([CH3:24])[CH3:23])=[O:20])[CH2:15][CH2:14][C:13]=2[N:26]=1)[C:2]1[CH:7]=[CH:6][CH:5]=[CH:4][CH:3]=1.F[B-](F)(F)F.[CH3:34][O+](C)C. Product: [CH2:1]([N:8]([CH3:28])[C:9]1[N:10]=[C:11]([O:27][CH3:34])[C:12]2[CH2:18][CH2:17][N:16]([C:19]([O:21][C:22]([CH3:23])([CH3:24])[CH3:25])=[O:20])[CH2:15][CH2:14][C:13]=2[N:26]=1)[C:2]1[CH:3]=[CH:4][CH:5]=[CH:6][CH:7]=1. The catalyst class is: 2. (2) Reactant: Cl[C:2]1[N:7]=[CH:6][N:5]=[C:4]([O:8][C:9]2[CH:35]=[CH:34][CH:33]=[CH:32][C:10]=2[CH2:11][NH:12][C:13]([NH:15][C:16]2[N:20]([C:21]3[CH:26]=[CH:25][C:24]([CH3:27])=[CH:23][CH:22]=3)[N:19]=[C:18]([C:28]([CH3:31])([CH3:30])[CH3:29])[CH:17]=2)=[O:14])[CH:3]=1.[CH3:36][N:37]1[CH2:41][CH2:40][CH2:39][CH:38]1[CH2:42][CH2:43][NH2:44].C(N(CC)C(C)C)(C)C.C(=O)(O)[O-].[Na+]. Product: [C:28]([C:18]1[CH:17]=[C:16]([NH:15][C:13]([NH:12][CH2:11][C:10]2[CH:32]=[CH:33][CH:34]=[CH:35][C:9]=2[O:8][C:4]2[CH:3]=[C:2]([NH:44][CH2:43][CH2:42][CH:38]3[CH2:39][CH2:40][CH2:41][N:37]3[CH3:36])[N:7]=[CH:6][N:5]=2)=[O:14])[N:20]([C:21]2[CH:26]=[CH:25][C:24]([CH3:27])=[CH:23][CH:22]=2)[N:19]=1)([CH3:31])([CH3:30])[CH3:29]. The catalyst class is: 8.